This data is from Forward reaction prediction with 1.9M reactions from USPTO patents (1976-2016). The task is: Predict the product of the given reaction. (1) Given the reactants [CH2:1]([N:5]1[N:9]=[C:8]([C:10]2[CH:15]=[CH:14][C:13]([F:16])=[CH:12][CH:11]=2)[CH:7]=[N:6]1)[CH2:2][C:3]#[CH:4].Br[C:18]1[CH:23]=[CH:22][CH:21]=[C:20]([CH2:24][F:25])[N:19]=1, predict the reaction product. The product is: [F:25][CH2:24][C:20]1[CH:21]=[CH:22][CH:23]=[C:18]([C:4]#[C:3][CH2:2][CH2:1][N:5]2[N:9]=[C:8]([C:10]3[CH:11]=[CH:12][C:13]([F:16])=[CH:14][CH:15]=3)[CH:7]=[N:6]2)[N:19]=1. (2) Given the reactants [C:1]([O:4][CH2:5][C@H:6]([NH:10][C:11]([O:13][CH2:14][C:15]1[CH:20]=[CH:19][CH:18]=[CH:17][CH:16]=1)=[O:12])[C:7]([OH:9])=O)(=[O:3])[CH3:2].CN1CCOCC1.ClC(OCC(C)C)=O.[NH:36]1[CH2:40][CH2:39][CH2:38][C@H:37]1[C:41]([O:43][C:44]([CH3:47])([CH3:46])[CH3:45])=[O:42], predict the reaction product. The product is: [C:1]([O:4][CH2:5][C@H:6]([NH:10][C:11]([O:13][CH2:14][C:15]1[CH:20]=[CH:19][CH:18]=[CH:17][CH:16]=1)=[O:12])[C:7]([N:36]1[CH2:40][CH2:39][CH2:38][C@H:37]1[C:41]([O:43][C:44]([CH3:47])([CH3:46])[CH3:45])=[O:42])=[O:9])(=[O:3])[CH3:2].